This data is from Human liver microsome stability data. The task is: Regression/Classification. Given a drug SMILES string, predict its absorption, distribution, metabolism, or excretion properties. Task type varies by dataset: regression for continuous measurements (e.g., permeability, clearance, half-life) or binary classification for categorical outcomes (e.g., BBB penetration, CYP inhibition). Dataset: hlm. (1) The molecule is N#CCCCn1c(Cn2c(=O)n(CC3CC3)c3ccncc32)nc2ccccc21. The result is 1 (stable in human liver microsomes). (2) The molecule is NC(=NCc1ccc(O)cc1)[C@@H]1CCC(=O)N1Cc1ccc(F)cc1. The result is 0 (unstable in human liver microsomes). (3) The drug is CC(C)N1CCN(C2CCc3ccc(OCc4noc(-c5ccc(Cl)cc5)n4)cc32)CC1. The result is 1 (stable in human liver microsomes). (4) The molecule is COc1ccc([C@H]2CN(NS(C)(=O)=O)C(=O)N2CCc2ccc(OC(F)(F)F)cc2)cc1. The result is 1 (stable in human liver microsomes). (5) The drug is CN1CCN(c2ccc(C3CC(c4ccc([N+](=O)[O-])o4)=NO3)cc2F)C(=O)C1. The result is 0 (unstable in human liver microsomes). (6) The compound is COc1cc2nc3ccc(Nc4ccc(OC(F)(F)F)cc4)cc3c(O)c2cc1F. The result is 0 (unstable in human liver microsomes). (7) The molecule is COc1ccc(-c2cc(-c3ccc4nccn4c3)cnc2N)cn1. The result is 0 (unstable in human liver microsomes).